Dataset: Peptide-MHC class II binding affinity with 134,281 pairs from IEDB. Task: Regression. Given a peptide amino acid sequence and an MHC pseudo amino acid sequence, predict their binding affinity value. This is MHC class II binding data. (1) The peptide sequence is ENVIDVKLVDANGKL. The MHC is DRB1_1602 with pseudo-sequence DRB1_1602. The binding affinity (normalized) is 0.114. (2) The peptide sequence is QPEKPQQSFPEQERP. The MHC is HLA-DQA10201-DQB10201 with pseudo-sequence HLA-DQA10201-DQB10202. The binding affinity (normalized) is 0.0847. (3) The peptide sequence is EKPMNVQSLGWNIIT. The MHC is DRB1_1301 with pseudo-sequence DRB1_1301. The binding affinity (normalized) is 0.508. (4) The peptide sequence is EKCYFAATQFEPLAA. The MHC is HLA-DPA10201-DPB10101 with pseudo-sequence HLA-DPA10201-DPB10101. The binding affinity (normalized) is 0.623. (5) The peptide sequence is SGKAFGAMAKKGQED. The MHC is HLA-DQA10401-DQB10402 with pseudo-sequence HLA-DQA10401-DQB10402. The binding affinity (normalized) is 0.0533. (6) The peptide sequence is NSADTISSYFVGKMYFNL. The MHC is H-2-IAd with pseudo-sequence H-2-IAd. The binding affinity (normalized) is 0. (7) The peptide sequence is KKLALSLASVAMCRTPF. The MHC is DRB1_0901 with pseudo-sequence DRB1_0901. The binding affinity (normalized) is 0.733.